Dataset: Full USPTO retrosynthesis dataset with 1.9M reactions from patents (1976-2016). Task: Predict the reactants needed to synthesize the given product. (1) Given the product [N+:1]([C:4]1[CH:11]=[CH:10][C:7](/[CH:8]=[C:30]2\[C:31](=[O:33])[NH:32][C:27]3[CH:26]=[N:25][C:24]([N:21]4[CH2:22][CH2:23][N:18]([C:13]5[CH:14]=[CH:15][CH:16]=[CH:17][N:12]=5)[CH2:19][CH2:20]4)=[N:34][C:28]=3[S:29]\2)=[CH:6][CH:5]=1)([O-:3])=[O:2], predict the reactants needed to synthesize it. The reactants are: [N+:1]([C:4]1[CH:11]=[CH:10][C:7]([CH:8]=O)=[CH:6][CH:5]=1)([O-:3])=[O:2].[N:12]1[CH:17]=[CH:16][CH:15]=[CH:14][C:13]=1[N:18]1[CH2:23][CH2:22][N:21]([C:24]2[N:25]=[CH:26][C:27]3[NH:32][C:31](=[O:33])[CH2:30][S:29][C:28]=3[N:34]=2)[CH2:20][CH2:19]1.C(N(CC)CC)C. (2) Given the product [C:3]([C:4]1[CH:5]=[C:6]([C:10]2([NH:13][C:14]([C:16]3[C:17]4[CH:24]=[N:23][N:22]([C:25]5[CH:30]=[CH:29][C:28]([F:31])=[CH:27][CH:26]=5)[C:18]=4[CH:19]=[N:20][CH:21]=3)=[O:15])[CH2:12][CH2:11]2)[CH:7]=[CH:8][CH:9]=1)(=[O:2])[NH2:33], predict the reactants needed to synthesize it. The reactants are: C[O:2][C:3](=O)[C:4]1[CH:9]=[CH:8][CH:7]=[C:6]([C:10]2([NH:13][C:14]([C:16]3[C:17]4[CH:24]=[N:23][N:22]([C:25]5[CH:30]=[CH:29][C:28]([F:31])=[CH:27][CH:26]=5)[C:18]=4[CH:19]=[N:20][CH:21]=3)=[O:15])[CH2:12][CH2:11]2)[CH:5]=1.[NH3:33].CO. (3) Given the product [CH3:8][C:9]([CH3:19])([CH3:18])[C@@H:10]([C:14]([O:16][CH3:17])=[O:15])[NH:11][C:12]([N:2]([CH3:1])[CH2:3][CH2:4][CH2:5][CH:6]=[CH2:7])=[O:13], predict the reactants needed to synthesize it. The reactants are: [CH3:1][NH:2][CH2:3][CH2:4][CH2:5][CH:6]=[CH2:7].[CH3:8][C:9]([CH3:19])([CH3:18])[C@@H:10]([C:14]([O:16][CH3:17])=[O:15])[N:11]=[C:12]=[O:13]. (4) Given the product [Cl:10][C:11]1[C:12]([C:30]2[CH:31]=[N:32][N:33]3[CH:38]=[CH:37][CH:36]=[CH:35][C:34]=23)=[N:13][C:14]([NH:17][C:18]2[CH:23]=[C:22]([N+:24]([O-:26])=[O:25])[C:21]([N:40]([CH3:39])[CH2:41][CH2:42][N:43]3[CH2:48][CH2:47][N:46]([CH3:49])[CH2:45][CH2:44]3)=[CH:20][C:19]=2[O:28][CH3:29])=[N:15][CH:16]=1, predict the reactants needed to synthesize it. The reactants are: CCN(C(C)C)C(C)C.[Cl:10][C:11]1[C:12]([C:30]2[CH:31]=[N:32][N:33]3[CH:38]=[CH:37][CH:36]=[CH:35][C:34]=23)=[N:13][C:14]([NH:17][C:18]2[CH:23]=[C:22]([N+:24]([O-:26])=[O:25])[C:21](F)=[CH:20][C:19]=2[O:28][CH3:29])=[N:15][CH:16]=1.[CH3:39][NH:40][CH2:41][CH2:42][N:43]1[CH2:48][CH2:47][N:46]([CH3:49])[CH2:45][CH2:44]1. (5) Given the product [Cl:24][C:21]1[N:20]=[N:19][C:18]([N:10]2[C:11]([C:12]3[CH:17]=[CH:16][CH:15]=[CH:14][CH:13]=3)=[C:7]([CH2:6][C:5]([OH:26])=[O:4])[C:8]([CH3:25])=[N:9]2)=[CH:23][CH:22]=1, predict the reactants needed to synthesize it. The reactants are: [OH-].[Na+].C[O:4][C:5](=[O:26])[CH2:6][C:7]1[C:8]([CH3:25])=[N:9][N:10]([C:18]2[N:19]=[N:20][C:21]([Cl:24])=[CH:22][CH:23]=2)[C:11]=1[C:12]1[CH:17]=[CH:16][CH:15]=[CH:14][CH:13]=1.